From a dataset of Reaction yield outcomes from USPTO patents with 853,638 reactions. Predict the reaction yield, written as a fraction of the theoretical maximum amount of product (1.0 means a 100% yield; for example, 0.34 means a 34% yield). (1) The reactants are Cl.[CH:2]([C:5]1[CH:6]=[C:7]([NH:11]N)[CH:8]=[CH:9][CH:10]=1)([CH3:4])[CH3:3].[CH3:13][N:14]1[CH2:19][CH2:18][C:17](=O)[CH2:16][CH2:15]1. The catalyst is S(=O)(=O)(O)O.O1CCOCC1. The product is [CH:2]([C:5]1[CH:10]=[CH:9][C:8]2[C:16]3[CH2:15][N:14]([CH3:13])[CH2:19][CH2:18][C:17]=3[NH:11][C:7]=2[CH:6]=1)([CH3:4])[CH3:3]. The yield is 0.180. (2) The reactants are [CH3:1][O:2][C:3](=[O:22])[CH2:4][CH2:5][CH2:6][CH2:7][C:8]1[O:9][C:10]([C:13]2[CH:18]=[C:17]([Cl:19])[CH:16]=[CH:15][C:14]=2[O:20]C)=[CH:11][N:12]=1.B(Br)(Br)Br. The catalyst is C(Cl)Cl. The product is [CH3:1][O:2][C:3](=[O:22])[CH2:4][CH2:5][CH2:6][CH2:7][C:8]1[O:9][C:10]([C:13]2[CH:18]=[C:17]([Cl:19])[CH:16]=[CH:15][C:14]=2[OH:20])=[CH:11][N:12]=1. The yield is 0.820. (3) The reactants are Cl.[Cl:2][C:3]1[CH:23]=[CH:22][C:6]([CH2:7][C:8]2[N:9]=[C:10]([C:16]3[CH:21]=[CH:20][N:19]=[CH:18][CH:17]=3)[S:11][C:12]=2[C:13](=[NH:15])[NH2:14])=[CH:5][CH:4]=1.C(=O)([O-])[O-].[Na+].[Na+].Br[CH2:31][C:32](=O)[CH2:33][N:34]1[C:42](=[O:43])[C:41]2[C:36](=[CH:37][CH:38]=[CH:39][CH:40]=2)[C:35]1=[O:44]. The catalyst is CN(C=O)C.C(OCC)(=O)C.O. The product is [Cl:2][C:3]1[CH:4]=[CH:5][C:6]([CH2:7][C:8]2[N:9]=[C:10]([C:16]3[CH:21]=[CH:20][N:19]=[CH:18][CH:17]=3)[S:11][C:12]=2[C:13]2[NH:14][CH:31]=[C:32]([CH2:33][N:34]3[C:42](=[O:43])[C:41]4[C:36](=[CH:37][CH:38]=[CH:39][CH:40]=4)[C:35]3=[O:44])[N:15]=2)=[CH:22][CH:23]=1. The yield is 0.300.